Dataset: Reaction yield outcomes from USPTO patents with 853,638 reactions. Task: Predict the reaction yield, written as a fraction of the theoretical maximum amount of product (1.0 means a 100% yield; for example, 0.34 means a 34% yield). The reactants are [CH2:1]1[CH2:6][CH2:5][C:4]([CH2:11][NH2:12])([CH2:7][C:8]([OH:10])=[O:9])[CH2:3][CH2:2]1.[CH2:13](O)[CH:14]=[CH2:15].S(Cl)([Cl:19])=O. The catalyst is C(OCC)C. The product is [ClH:19].[NH2:12][CH2:11][C:4]1([CH2:7][C:8]([O:10][CH2:15][CH:14]=[CH2:13])=[O:9])[CH2:3][CH2:2][CH2:1][CH2:6][CH2:5]1. The yield is 0.880.